From a dataset of Reaction yield outcomes from USPTO patents with 853,638 reactions. Predict the reaction yield, written as a fraction of the theoretical maximum amount of product (1.0 means a 100% yield; for example, 0.34 means a 34% yield). (1) The reactants are Cl[CH2:2][C:3]1[C:11]2[C:6](=[CH:7][N:8]=[C:9]([C:12]([O:14][CH3:15])=[O:13])[CH:10]=2)[N:5]([CH2:16][C:17]2[CH:22]=[CH:21][C:20]([F:23])=[CH:19][C:18]=2F)[CH:4]=1.[CH3:25][C:26]1([CH3:33])[O:30][C@H:29]([CH2:31][OH:32])[CH2:28][O:27]1.CCN(C(C)C)C(C)C. The catalyst is CN(C=O)C.CCOC(C)=O. The product is [CH3:25][C:26]1([CH3:33])[O:30][C@H:29]([CH2:31][O:32][CH2:2][C:3]2[C:11]3[C:6](=[CH:7][N:8]=[C:9]([C:12]([O:14][CH3:15])=[O:13])[CH:10]=3)[N:5]([CH2:16][C:17]3[CH:22]=[CH:21][C:20]([F:23])=[CH:19][CH:18]=3)[CH:4]=2)[CH2:28][O:27]1. The yield is 0.830. (2) The reactants are F[C:2](F)(F)C(O)=O.[Cl:8][C:9]1[CH:14]=[CH:13][CH:12]=[CH:11][C:10]=1[C@H:15]([O:17][C:18]1[CH:22]=[C:21]([N:23]2[C:27]3[CH:28]=[C:29]([C:32]([F:40])([F:39])[CH:33]4[CH2:38][CH2:37][NH:36][CH2:35][CH2:34]4)[CH:30]=[CH:31][C:26]=3[N:25]=[CH:24]2)[S:20][C:19]=1[C:41]([NH2:43])=[O:42])[CH3:16].C=O.C(O)(=O)C.C([BH3-])#N.[Na+]. The catalyst is CO.ClCCl. The product is [Cl:8][C:9]1[CH:14]=[CH:13][CH:12]=[CH:11][C:10]=1[C@H:15]([O:17][C:18]1[CH:22]=[C:21]([N:23]2[C:27]3[CH:28]=[C:29]([C:32]([F:40])([F:39])[CH:33]4[CH2:34][CH2:35][N:36]([CH3:2])[CH2:37][CH2:38]4)[CH:30]=[CH:31][C:26]=3[N:25]=[CH:24]2)[S:20][C:19]=1[C:41]([NH2:43])=[O:42])[CH3:16]. The yield is 0.760. (3) The reactants are [C:1]1([C@H:7]2[C@H:16]3[CH2:17][CH2:18][N:19]([C:20]([C@H:22]4[CH2:27][CH2:26][CH2:25][CH2:24][C@H:23]4[NH:28][C:29]([NH:31][CH2:32][CH2:33][C:34](O)=[O:35])=[O:30])=[O:21])[C@H:15]3[C:14]3[CH:13]=[CH:12][CH:11]=[CH:10][C:9]=3[NH:8]2)[CH:6]=[CH:5][CH:4]=[CH:3][CH:2]=1.[Cl-].[NH4+].C([N:41](CC)CC)C.C(OP(C#N)(=O)OCC)C.C(=O)([O-])O.[Na+]. The catalyst is CN(C=O)C.O. The product is [C:1]1([C@H:7]2[C@H:16]3[CH2:17][CH2:18][N:19]([C:20]([C@H:22]4[CH2:27][CH2:26][CH2:25][CH2:24][C@H:23]4[NH:28][C:29]([NH:31][CH2:32][CH2:33][C:34]([NH2:41])=[O:35])=[O:30])=[O:21])[C@H:15]3[C:14]3[CH:13]=[CH:12][CH:11]=[CH:10][C:9]=3[NH:8]2)[CH:6]=[CH:5][CH:4]=[CH:3][CH:2]=1. The yield is 0.690.